From a dataset of CYP2C19 inhibition data for predicting drug metabolism from PubChem BioAssay. Regression/Classification. Given a drug SMILES string, predict its absorption, distribution, metabolism, or excretion properties. Task type varies by dataset: regression for continuous measurements (e.g., permeability, clearance, half-life) or binary classification for categorical outcomes (e.g., BBB penetration, CYP inhibition). Dataset: cyp2c19_veith. (1) The molecule is CCCCNc1c(CN)cnc2cc(Cl)ccc12. The result is 0 (non-inhibitor). (2) The compound is COC(=O)c1nn(-c2ccccc2)c(=O)cc1Oc1ccccc1. The result is 1 (inhibitor). (3) The compound is CCN(CCCCOC(=O)c1ccc(OC)c(OC)c1)[C@@H](C)Cc1ccc(OC)cc1. The result is 0 (non-inhibitor). (4) The molecule is Fc1ccc(SCCc2cc[nH+]cc2)cc1.[Cl-]. The result is 1 (inhibitor).